This data is from Full USPTO retrosynthesis dataset with 1.9M reactions from patents (1976-2016). The task is: Predict the reactants needed to synthesize the given product. (1) The reactants are: [CH3:1][O:2][C:3]([C:5]1[C:6]2[CH:7](O)[C:8]([CH3:24])([CH3:23])[CH:9]([C:16]3[CH:21]=[CH:20][CH:19]=[C:18]([Br:22])[CH:17]=3)[NH:10][C:11]=2[CH:12]=[CH:13][C:14]=1[Cl:15])=[O:4].C([SiH](CC)CC)C. Given the product [CH3:1][O:2][C:3]([C:5]1[C:6]2[CH2:7][C:8]([CH3:24])([CH3:23])[CH:9]([C:16]3[CH:21]=[CH:20][CH:19]=[C:18]([Br:22])[CH:17]=3)[NH:10][C:11]=2[CH:12]=[CH:13][C:14]=1[Cl:15])=[O:4], predict the reactants needed to synthesize it. (2) Given the product [C:1]([O:5][C:6]([NH:8][CH2:9][CH2:10][CH2:11][C@H:12]([NH:17][C:18]([C:20]1[C:21](=[O:35])[N:22]([CH2:26][C:27]2[CH:32]=[C:31]([Br:33])[CH:30]=[C:29]([Br:34])[CH:28]=2)[CH:23]=[CH:24][CH:25]=1)=[O:19])[C:13]([OH:15])=[O:14])=[O:7])([CH3:4])([CH3:2])[CH3:3], predict the reactants needed to synthesize it. The reactants are: [C:1]([O:5][C:6]([NH:8][CH2:9][CH2:10][CH2:11][C@H:12]([NH:17][C:18]([C:20]1[C:21](=[O:35])[N:22]([CH2:26][C:27]2[CH:32]=[C:31]([Br:33])[CH:30]=[C:29]([Br:34])[CH:28]=2)[CH:23]=[CH:24][CH:25]=1)=[O:19])[C:13]([O:15]C)=[O:14])=[O:7])([CH3:4])([CH3:3])[CH3:2].C1COCC1.[OH-].[Na+].